This data is from Full USPTO retrosynthesis dataset with 1.9M reactions from patents (1976-2016). The task is: Predict the reactants needed to synthesize the given product. (1) Given the product [NH2:1][C:2]1[N:3]=[CH:4][C:5]([CH2:8][CH2:9][CH2:10][C@H:11]([NH:16][C:17]([O:19][C:20]([CH3:23])([CH3:22])[CH3:21])=[O:18])[C:12]([O:14][CH3:15])=[O:13])=[N:6][CH:7]=1, predict the reactants needed to synthesize it. The reactants are: [NH2:1][C:2]1[N:3]=[CH:4][C:5]([C:8]#[C:9][CH2:10][C@H:11]([NH:16][C:17]([O:19][C:20]([CH3:23])([CH3:22])[CH3:21])=[O:18])[C:12]([O:14][CH3:15])=[O:13])=[N:6][CH:7]=1.C([O-])=O.[NH4+]. (2) Given the product [CH3:1][N:2]1[C:6]([CH:21]=[O:22])=[C:5]([C:7]2[CH:12]=[CH:11][CH:10]=[CH:9][N:8]=2)[N:4]=[N:3]1, predict the reactants needed to synthesize it. The reactants are: [CH3:1][N:2]1[CH:6]=[C:5]([C:7]2[CH:12]=[CH:11][CH:10]=[CH:9][N:8]=2)[N:4]=[N:3]1.[Li]CCCC.CN([CH:21]=[O:22])C.[Cl-].[NH4+]. (3) Given the product [C:1]1([C:26]2[CH:31]=[CH:30][CH:29]=[CH:28][CH:27]=2)[CH:2]=[CH:3][C:4]([CH2:7][C:8]2[C:15]([C:16]#[N:17])=[C:14]([OH:18])[C:13]([OH:22])=[CH:12][C:9]=2[C:10]#[N:11])=[CH:5][CH:6]=1, predict the reactants needed to synthesize it. The reactants are: [C:1]1([C:26]2[CH:31]=[CH:30][CH:29]=[CH:28][CH:27]=2)[CH:6]=[CH:5][C:4]([CH2:7][C:8]2[C:15]([C:16]#[N:17])=[C:14]([O:18]C(C)C)[C:13]([O:22]C(C)C)=[CH:12][C:9]=2[C:10]#[N:11])=[CH:3][CH:2]=1.B(Br)(Br)Br.CO. (4) Given the product [O:16]=[C:14]1[C:5]2[C:4](=[CH:9][C:8]([C:10]([OH:12])=[O:11])=[CH:7][CH:6]=2)[NH:1][C:2](=[S:3])[N:18]1[CH2:19][C:20]1[CH:25]=[CH:24][CH:23]=[CH:22][N:21]=1, predict the reactants needed to synthesize it. The reactants are: [N:1]([C:4]1[CH:9]=[C:8]([C:10]([O:12]C)=[O:11])[CH:7]=[CH:6][C:5]=1[C:14]([O:16]C)=O)=[C:2]=[S:3].[NH2:18][CH2:19][C:20]1[CH:25]=[CH:24][CH:23]=[CH:22][N:21]=1.[OH-].[Na+].Cl. (5) Given the product [CH3:29][N:21]1[C:22]2[C:27](=[CH:26][CH:25]=[CH:24][CH:23]=2)[CH:28]=[C:20]1[C:18]([OH:19])=[O:49], predict the reactants needed to synthesize it. The reactants are: NC1C2C(C3C=CC(N[C:18]([C:20]4[N:21]([CH3:29])[C:22]5[C:27]([CH:28]=4)=[CH:26][CH:25]=[CH:24][CH:23]=5)=[O:19])=C(OC)C=3)=CSC=2C(C#CCCCCN2C(=O)C3C(=CC=CC=3)C2=O)=CN=1.[OH2:49].NN. (6) Given the product [Br:1][C:2]1[CH:3]=[C:4]([NH:10][C:11]2[S:26][C:20]3[CH2:19][N:18]([CH3:17])[CH2:23][CH2:22][C:13]=3[N:12]=2)[C:5](=[O:9])[N:6]([CH3:8])[CH:7]=1, predict the reactants needed to synthesize it. The reactants are: [Br:1][C:2]1[CH:3]=[C:4]([NH:10][C:11]2C=CN=[CH:13][N:12]=2)[C:5](=[O:9])[N:6]([CH3:8])[CH:7]=1.[CH3:17][N:18]1[CH2:23][CH2:22]C2N=C(N)[S:26][C:20]=2[CH2:19]1.BrC1C(=O)N(C)C=C(Br)C=1. (7) Given the product [O:1]=[C:2]1[N:6]([CH:7]2[CH2:12][CH2:11][N:10]([C:13]([O:15][C@H:16]([CH2:38][C:39]3[CH:40]=[C:41]([CH3:47])[C:42]([OH:46])=[C:43]([CH3:45])[CH:44]=3)[C:17]([N:19]3[CH2:20][CH2:21][CH:22]([CH:25]4[CH2:30][CH2:29][NH:28][CH2:27][CH2:26]4)[CH2:23][CH2:24]3)=[O:18])=[O:14])[CH2:9][CH2:8]2)[N:5]=[C:4]([C:48]2[CH:53]=[CH:52][CH:51]=[CH:50][CH:49]=2)[NH:3]1, predict the reactants needed to synthesize it. The reactants are: [O:1]=[C:2]1[N:6]([CH:7]2[CH2:12][CH2:11][N:10]([C:13]([O:15][C@H:16]([CH2:38][C:39]3[CH:44]=[C:43]([CH3:45])[C:42]([OH:46])=[C:41]([CH3:47])[CH:40]=3)[C:17]([N:19]3[CH2:24][CH2:23][CH:22]([CH:25]4[CH2:30][CH2:29][N:28](CC5C=CC=CC=5)[CH2:27][CH2:26]4)[CH2:21][CH2:20]3)=[O:18])=[O:14])[CH2:9][CH2:8]2)[N:5]=[C:4]([C:48]2[CH:53]=[CH:52][CH:51]=[CH:50][CH:49]=2)[NH:3]1.[H][H]. (8) Given the product [CH3:28][N:29]([CH3:30])[C:3]([C:5]1[N:10]=[C:9]([C:11]2[CH:19]=[CH:18][CH:17]=[C:16]3[C:12]=2[CH:13]=[CH:14][NH:15]3)[CH:8]=[C:7]([N:20]2[CH2:25][CH2:24][O:23][CH2:22][CH2:21]2)[N:6]=1)=[O:2], predict the reactants needed to synthesize it. The reactants are: C[O:2][C:3]([C:5]1[N:10]=[C:9]([C:11]2[CH:19]=[CH:18][CH:17]=[C:16]3[C:12]=2[CH:13]=[CH:14][NH:15]3)[CH:8]=[C:7]([N:20]2[CH2:25][CH2:24][O:23][CH2:22][CH2:21]2)[N:6]=1)=O.[OH-].[Li+].[CH3:28][N:29](C(ON1N=NC2C=CC=NC1=2)=[N+](C)C)[CH3:30].F[P-](F)(F)(F)(F)F.CCN(C(C)C)C(C)C.CN(C)CCN. (9) Given the product [F:25][C:23]1[CH:22]=[CH:21][C:3]([O:4][CH2:5][C:6]([N:8]([CH:18]([CH3:20])[CH3:19])[NH:9][C:10](=[O:17])[C:11]2[CH:16]=[CH:15][CH:14]=[CH:13][CH:12]=2)=[O:7])=[C:2]([C:34]2[CH:35]=[CH:36][CH:37]=[CH:38][C:33]=2[F:32])[CH:24]=1, predict the reactants needed to synthesize it. The reactants are: Br[C:2]1[CH:24]=[C:23]([F:25])[CH:22]=[CH:21][C:3]=1[O:4][CH2:5][C:6]([N:8]([CH:18]([CH3:20])[CH3:19])[NH:9][C:10](=[O:17])[C:11]1[CH:16]=[CH:15][CH:14]=[CH:13][CH:12]=1)=[O:7].C([O-])([O-])=O.[Na+].[Na+].[F:32][C:33]1[CH:38]=[CH:37][CH:36]=[CH:35][C:34]=1B(O)O. (10) The reactants are: Cl[C:2]1[N:7]=[N:6][C:5]([CH2:8][N:9]2[CH:13]=[CH:12][N:11]=[C:10]2[C:14]2[CH:19]=[CH:18][CH:17]=[C:16]([F:20])[N:15]=2)=[C:4]([CH2:21][CH2:22][CH3:23])[CH:3]=1.C([Sn](CCCC)(CCCC)[C:29]1[S:30][CH:31]=[CH:32][N:33]=1)CCC. Given the product [F:20][C:16]1[N:15]=[C:14]([C:10]2[N:9]([CH2:8][C:5]3[N:6]=[N:7][C:2]([C:29]4[S:30][CH:31]=[CH:32][N:33]=4)=[CH:3][C:4]=3[CH2:21][CH2:22][CH3:23])[CH:13]=[CH:12][N:11]=2)[CH:19]=[CH:18][CH:17]=1, predict the reactants needed to synthesize it.